This data is from Experimental lipophilicity measurements (octanol/water distribution) for 4,200 compounds from AstraZeneca. The task is: Regression/Classification. Given a drug SMILES string, predict its absorption, distribution, metabolism, or excretion properties. Task type varies by dataset: regression for continuous measurements (e.g., permeability, clearance, half-life) or binary classification for categorical outcomes (e.g., BBB penetration, CYP inhibition). For this dataset (lipophilicity_astrazeneca), we predict Y. (1) The drug is N#Cc1ccc(NC(=O)Nc2ccccc2Br)c2nn[nH]c12. The Y is 1.64 logD. (2) The drug is CC(=O)NC[C@H]1CN(c2ccc(-n3ccnc3)c(F)c2)C(=O)O1. The Y is 0.700 logD. (3) The compound is NS(=O)(=O)c1ccc2c(C(=O)NC[C@@H](O)CN3CCC(Oc4ccc(Cl)c(Cl)c4)CC3)c[nH]c(=O)c2c1. The Y is 2.17 logD. (4) The molecule is COc1cc(N2CCN(C)CC2)c2[nH]c(C(=O)Nc3ccc(N4CCOCC4)cc3)cc(=O)c2c1. The Y is 2.70 logD. (5) The compound is NC(=O)c1cccc(OC2CCN(Cc3ccccc3)CC2)c1. The Y is 1.92 logD.